This data is from NCI-60 drug combinations with 297,098 pairs across 59 cell lines. The task is: Regression. Given two drug SMILES strings and cell line genomic features, predict the synergy score measuring deviation from expected non-interaction effect. (1) Drug 1: C1CC(C1)(C(=O)O)C(=O)O.[NH2-].[NH2-].[Pt+2]. Drug 2: CC(C)CN1C=NC2=C1C3=CC=CC=C3N=C2N. Cell line: DU-145. Synergy scores: CSS=25.2, Synergy_ZIP=-6.34, Synergy_Bliss=-7.25, Synergy_Loewe=-6.62, Synergy_HSA=-6.34. (2) Drug 1: C1C(C(OC1N2C=NC3=C(N=C(N=C32)Cl)N)CO)O. Drug 2: CCC1(C2=C(COC1=O)C(=O)N3CC4=CC5=C(C=CC(=C5CN(C)C)O)N=C4C3=C2)O.Cl. Cell line: HOP-62. Synergy scores: CSS=71.8, Synergy_ZIP=-3.31, Synergy_Bliss=-2.68, Synergy_Loewe=-3.20, Synergy_HSA=-1.02.